From a dataset of Forward reaction prediction with 1.9M reactions from USPTO patents (1976-2016). Predict the product of the given reaction. The product is: [OH:9][CH2:8][C:5]1[S:6][CH:7]=[C:3]([C:1]#[N:2])[N:4]=1. Given the reactants [C:1]([C:3]1[N:4]=[C:5]([C:8](OCC)=[O:9])[S:6][CH:7]=1)#[N:2].[BH4-].[Na+].[NH4+].[Cl-], predict the reaction product.